This data is from Catalyst prediction with 721,799 reactions and 888 catalyst types from USPTO. The task is: Predict which catalyst facilitates the given reaction. (1) Reactant: Cl.[CH3:2][O:3][C:4](=[O:15])[C@@H:5]([NH2:14])[CH2:6][C:7]([F:13])([F:12])[CH2:8][CH:9]([CH3:11])[CH3:10].C(NC(C)C)(C)C.[N:23]1([C:29](Cl)=[O:30])[CH2:28][CH2:27][O:26][CH2:25][CH2:24]1. Product: [CH3:2][O:3][C:4](=[O:15])[C@@H:5]([NH:14][C:29]([N:23]1[CH2:28][CH2:27][O:26][CH2:25][CH2:24]1)=[O:30])[CH2:6][C:7]([F:13])([F:12])[CH2:8][CH:9]([CH3:10])[CH3:11]. The catalyst class is: 4. (2) The catalyst class is: 17. Reactant: C(O[C:5](=[O:7])[CH3:6])(=O)C.[CH3:8][C@H:9]1[C@H:37]([CH3:38])[C@@H:36]2[C@@:12]([C:40]([OH:42])=[O:41])([CH2:13][CH2:14][C@@:15]3([CH3:39])[C@:20]4([CH3:35])[CH2:21][CH2:22][C@H:23]5[C@@:28]([CH2:30][OH:31])([CH3:29])[C@@H:27]([OH:32])[C@H:26]([OH:33])[CH2:25][C@:24]5([CH3:34])[C@H:19]4[CH2:18][CH:17]=[C:16]32)[CH2:11][CH2:10]1. Product: [CH3:8][C@H:9]1[C@H:37]([CH3:38])[C@@H:36]2[C@@:12]([C:40]([OH:42])=[O:41])([CH2:13][CH2:14][C@@:15]3([CH3:39])[C@:20]4([CH3:35])[CH2:21][CH2:22][C@H:23]5[C@@:28]([CH2:30][O:31][C:30]([CH3:28])=[O:31])([CH3:29])[C@@H:27]([O:32][C:27]([CH3:26])=[O:32])[C@H:26]([O:33][C:5]([CH3:6])=[O:7])[CH2:25][C@:24]5([CH3:34])[C@H:19]4[CH2:18][CH:17]=[C:16]32)[CH2:11][CH2:10]1. (3) Reactant: [CH3:1][O:2][C:3]([C:5]1[N:6]([CH2:23][C:24]2[CH:29]=[CH:28][C:27]([NH2:30])=[CH:26][CH:25]=2)[C:7](=[O:22])[C:8]2[C:13]([C:14]=1[C:15]1[CH:20]=[CH:19][CH:18]=[CH:17][CH:16]=1)=[CH:12][C:11]([Br:21])=[CH:10][CH:9]=2)=[O:4].C(N(CC)CC)C.[C:38]1(=[O:45])[O:44][C:42](=[O:43])[CH2:41][CH2:40][CH2:39]1. Product: [CH3:1][O:2][C:3]([C:5]1[N:6]([CH2:23][C:24]2[CH:25]=[CH:26][C:27]([NH:30][C:38](=[O:45])[CH2:39][CH2:40][CH2:41][C:42]([OH:44])=[O:43])=[CH:28][CH:29]=2)[C:7](=[O:22])[C:8]2[C:13]([C:14]=1[C:15]1[CH:16]=[CH:17][CH:18]=[CH:19][CH:20]=1)=[CH:12][C:11]([Br:21])=[CH:10][CH:9]=2)=[O:4]. The catalyst class is: 7. (4) Reactant: [CH2:1]([O:8][C:9]1[CH:16]=[CH:15][C:14]([F:17])=[CH:13][C:10]=1[CH:11]=[O:12])[C:2]1[CH:7]=[CH:6][CH:5]=[CH:4][CH:3]=1. Product: [CH2:1]([O:8][C:9]1[CH:16]=[CH:15][C:14]([F:17])=[CH:13][C:10]=1[CH:11]1[C:7]2[C:2](=[CH:3][CH:4]=[CH:5][CH:6]=2)[C:1](=[O:8])[O:12]1)[C:2]1[CH:3]=[CH:4][CH:5]=[CH:6][CH:7]=1. The catalyst class is: 1. (5) Reactant: [CH3:1][O:2][C:3]1[CH:8]=[C:7]([Cl:9])[C:6]([O:10][CH3:11])=[CH:5][C:4]=1[C:12](=[O:22])[CH2:13][CH2:14][CH2:15][CH:16]1[CH2:21][CH2:20][CH2:19][CH2:18][CH2:17]1.[Br:23]Br.O. Product: [Br:23][CH:13]([CH2:14][CH2:15][CH:16]1[CH2:21][CH2:20][CH2:19][CH2:18][CH2:17]1)[C:12]([C:4]1[CH:5]=[C:6]([O:10][CH3:11])[C:7]([Cl:9])=[CH:8][C:3]=1[O:2][CH3:1])=[O:22]. The catalyst class is: 4.